From a dataset of Forward reaction prediction with 1.9M reactions from USPTO patents (1976-2016). Predict the product of the given reaction. (1) Given the reactants [C:1]([N:8]1[CH2:11][CH:10]([NH2:12])[CH2:9]1)([O:3][C:4]([CH3:7])([CH3:6])[CH3:5])=[O:2].[CH:13](=O)[C:14]1[CH:19]=[CH:18][CH:17]=[CH:16][CH:15]=1.C(O[BH-](OC(=O)C)OC(=O)C)(=O)C.[Na+], predict the reaction product. The product is: [CH2:13]([NH:12][CH:10]1[CH2:11][N:8]([C:1]([O:3][C:4]([CH3:7])([CH3:6])[CH3:5])=[O:2])[CH2:9]1)[C:14]1[CH:19]=[CH:18][CH:17]=[CH:16][CH:15]=1. (2) The product is: [ClH:1].[CH2:10]1[C:11]2[C:16](=[CH:15][C:14]([NH:19][S:20]([C:23]3[C:32]4[C:27](=[CH:28][CH:29]=[CH:30][CH:31]=4)[C:26]([CH3:33])=[CH:25][CH:24]=3)(=[O:22])=[O:21])=[CH:13][CH:12]=2)[CH2:17][CH2:18][NH:9]1. Given the reactants [ClH:1].C(OC([N:9]1[CH2:18][CH2:17][C:16]2[C:11](=[CH:12][CH:13]=[C:14]([NH:19][S:20]([C:23]3[C:32]4[C:27](=[CH:28][CH:29]=[CH:30][CH:31]=4)[C:26]([CH3:33])=[CH:25][CH:24]=3)(=[O:22])=[O:21])[CH:15]=2)[CH2:10]1)=O)(C)(C)C, predict the reaction product. (3) Given the reactants [Cl:1][C:2]1[CH:3]=[CH:4][C:5]([S:8][C:9]2[O:13][C:12]([C:14]3[CH:19]=[CH:18][C:17]([F:20])=[CH:16][CH:15]=3)=[N:11][C:10]=2[CH2:21]O)=[N:6][CH:7]=1.N1C=CN=C1.C1C=CC(P(C2C=CC=CC=2)C2C=CC=CC=2)=CC=1.C(Br)(Br)(Br)[Br:48], predict the reaction product. The product is: [Br:48][CH2:21][C:10]1[N:11]=[C:12]([C:14]2[CH:19]=[CH:18][C:17]([F:20])=[CH:16][CH:15]=2)[O:13][C:9]=1[S:8][C:5]1[CH:4]=[CH:3][C:2]([Cl:1])=[CH:7][N:6]=1. (4) Given the reactants [F:1][C:2]([C:6]1[N:11]=[CH:10][CH:9]=[CH:8][N:7]=1)([F:5])[CH2:3]I.[N-:12]=[N+:13]=[N-:14].[Na+].CS(C)=O, predict the reaction product. The product is: [N:12]([CH2:3][C:2]([C:6]1[N:11]=[CH:10][CH:9]=[CH:8][N:7]=1)([F:5])[F:1])=[N+:13]=[N-:14]. (5) Given the reactants [Cl:1][C:2]1[C:7](B(O)O)=[CH:6][N:5]=[C:4]2[N:11]([CH2:23][O:24][CH2:25][CH2:26][Si:27]([CH3:30])([CH3:29])[CH3:28])[CH:12]=[C:13]([C:14]3[CH:19]=[C:18]([F:20])[CH:17]=[CH:16][C:15]=3[O:21][CH3:22])[C:3]=12.[CH3:31][N:32]([CH3:43])[C:33]([C:35]1[C:40]([NH2:41])=[N:39][CH:38]=[C:37](I)[N:36]=1)=[O:34].C(=O)(O)[O-].[Na+], predict the reaction product. The product is: [CH3:31][N:32]([CH3:43])[C:33]([C:35]1[C:40]([NH2:41])=[N:39][CH:38]=[C:37]([C:7]2[C:2]([Cl:1])=[C:3]3[C:13]([C:14]4[CH:19]=[C:18]([F:20])[CH:17]=[CH:16][C:15]=4[O:21][CH3:22])=[CH:12][N:11]([CH2:23][O:24][CH2:25][CH2:26][Si:27]([CH3:30])([CH3:29])[CH3:28])[C:4]3=[N:5][CH:6]=2)[N:36]=1)=[O:34]. (6) Given the reactants C(N1C2C=C(N)C(OC)=CC=2CN(CC)CC1)C.OC(C(F)(F)F)=O.[Cl:26][C:27]1[C:28]([NH:51][C@@H:52]2[CH2:57][CH2:56][CH2:55][CH2:54][C@H:53]2[NH:58][S:59]([CH3:62])(=[O:61])=[O:60])=[N:29][C:30]([NH:33][C:34]2[C:35]([O:49][CH3:50])=[CH:36][C:37]3[CH2:43][N:42]([CH2:44][CH3:45])[CH2:41][CH2:40][N:39]([CH2:46][CH3:47])[C:38]=3[CH:48]=2)=[N:31][CH:32]=1, predict the reaction product. The product is: [Cl:26][C:27]1[C:28]([NH:51][C@@H:52]2[CH2:57][CH2:56][CH2:55][CH2:54][C@H:53]2[NH:58][S:59]([CH3:62])(=[O:60])=[O:61])=[N:29][C:30]([NH:33][C:34]2[C:35]([O:49][CH3:50])=[CH:36][C:37]3[CH2:43][N:42]([CH2:44][CH3:45])[CH2:41][CH2:40][N:39]([CH2:46][CH3:47])[C:38]=3[CH:48]=2)=[N:31][CH:32]=1. (7) Given the reactants [Cl:1][C:2]1[N:7]=[C:6](Cl)[C:5]([Cl:9])=[CH:4][N:3]=1.[CH:10]1([CH2:13][O:14][C:15]2[NH:19][N:18]=[C:17]([NH2:20])[CH:16]=2)[CH2:12][CH2:11]1.C(N(CC)CC)C, predict the reaction product. The product is: [CH:10]1([CH2:13][O:14][C:15]2[NH:19][N:18]=[C:17]([NH:20][C:6]3[C:5]([Cl:9])=[CH:4][N:3]=[C:2]([Cl:1])[N:7]=3)[CH:16]=2)[CH2:11][CH2:12]1.